The task is: Predict the reaction yield, written as a fraction of the theoretical maximum amount of product (1.0 means a 100% yield; for example, 0.34 means a 34% yield).. This data is from Reaction yield outcomes from USPTO patents with 853,638 reactions. (1) The reactants are [Br:1][C:2]1[CH:7]=[CH:6][C:5]([SH:8])=[C:4]([O:9][CH3:10])[CH:3]=1.[C:11](=O)([O-])[O-].[K+].[K+].IC.O. The catalyst is CN(C=O)C. The product is [Br:1][C:2]1[CH:7]=[CH:6][C:5]([S:8][CH3:11])=[C:4]([O:9][CH3:10])[CH:3]=1. The yield is 0.720. (2) The reactants are O[C:2]1[C:11]2[C:6](=[N:7][CH:8]=[CH:9][CH:10]=2)[N:5]([C:12]2[CH:17]=[CH:16][CH:15]=[C:14]([N+:18]([O-:20])=[O:19])[CH:13]=2)[C:4](=[O:21])[CH:3]=1.[H-].[Na+].[H][H].[C:26]1([CH2:32][C:33](Cl)=O)[CH:31]=[CH:30][CH:29]=[CH:28][CH:27]=1.Cl.O.[NH2:38][NH2:39]. The catalyst is CN(C=O)C.O. The product is [CH2:32]([C:33]1[C:3]2[C:4](=[O:21])[N:5]([C:12]3[CH:17]=[CH:16][CH:15]=[C:14]([N+:18]([O-:20])=[O:19])[CH:13]=3)[C:6]3[N:7]=[CH:8][CH:9]=[CH:10][C:11]=3[C:2]=2[NH:39][N:38]=1)[C:26]1[CH:31]=[CH:30][CH:29]=[CH:28][CH:27]=1. The yield is 0.450. (3) The reactants are [CH2:1]1[O:9][C:8]2[CH:7]=[CH:6][C:5]([CH2:10][CH2:11][CH2:12][OH:13])=[CH:4][C:3]=2[O:2]1.C1C=C[NH+]=CC=1.[O-][Cr](Cl)(=O)=O. The catalyst is C(Cl)Cl. The product is [CH2:1]1[O:9][C:8]2[CH:7]=[CH:6][C:5]([CH2:10][CH2:11][CH:12]=[O:13])=[CH:4][C:3]=2[O:2]1. The yield is 0.770. (4) The reactants are [CH3:1][O:2][C:3](=[O:13])[C:4]1[CH:9]=[CH:8][C:7]([C:10](=[O:12])[CH3:11])=[CH:6][CH:5]=1.Br.CS(C)=[O:17]. The catalyst is O. The product is [O:17]=[CH:11][C:10]([C:7]1[CH:8]=[CH:9][C:4]([C:3]([O:2][CH3:1])=[O:13])=[CH:5][CH:6]=1)=[O:12]. The yield is 0.790. (5) The reactants are C(NC(C)C)(C)C.C([Li])CCC.[CH2:13]([SnH:17]([CH2:22][CH2:23][CH2:24][CH3:25])[CH2:18][CH2:19][CH2:20][CH3:21])[CH2:14][CH2:15][CH3:16].[CH2:26]([O:33][C:34]1[CH:41]=[CH:40][C:37]([CH2:38]Cl)=[CH:36][CH:35]=1)[C:27]1[CH:32]=[CH:31][CH:30]=[CH:29][CH:28]=1. The catalyst is O1CCCC1. The product is [CH2:26]([O:33][C:34]1[CH:41]=[CH:40][C:37]([CH2:38][Sn:17]([CH2:18][CH2:19][CH2:20][CH3:21])([CH2:22][CH2:23][CH2:24][CH3:25])[CH2:13][CH2:14][CH2:15][CH3:16])=[CH:36][CH:35]=1)[C:27]1[CH:32]=[CH:31][CH:30]=[CH:29][CH:28]=1. The yield is 0.830. (6) The reactants are [CH2:1]([CH:8]1[CH2:10][O:9]1)[C:2]1[CH:7]=[CH:6][CH:5]=[CH:4][CH:3]=1.[C:11](=O)([O:13]C)[NH2:12].C(N(CC)CC)C. The catalyst is C(OCC)(=O)C. The product is [CH2:1]([CH:8]1[O:9][C:11](=[O:13])[NH:12][CH2:10]1)[C:2]1[CH:3]=[CH:4][CH:5]=[CH:6][CH:7]=1. The yield is 0.330.